This data is from Full USPTO retrosynthesis dataset with 1.9M reactions from patents (1976-2016). The task is: Predict the reactants needed to synthesize the given product. (1) Given the product [CH3:1][O:2][C:3](=[O:13])[CH2:4][CH2:5][O:6][CH2:7][CH2:8][O:9][CH2:10][CH:11]=[O:15], predict the reactants needed to synthesize it. The reactants are: [CH3:1][O:2][C:3](=[O:13])[CH2:4][CH2:5][O:6][CH2:7][CH2:8][O:9][CH2:10][CH:11]=C.C(=O)(O)[O-:15].[Na+].O=[O+][O-].C1C=CC(P(C2C=CC=CC=2)C2C=CC=CC=2)=CC=1. (2) Given the product [C:1](/[CH:3]=[CH:4]/[S:5]([C:8]1[CH:9]=[CH:10][C:11]([C:14]([CH3:19])([CH3:18])[C:15]([NH:26][CH2:25][C:21]2[S:20][CH:24]=[CH:23][CH:22]=2)=[O:17])=[CH:12][CH:13]=1)(=[O:6])=[O:7])#[N:2], predict the reactants needed to synthesize it. The reactants are: [C:1](/[CH:3]=[CH:4]/[S:5]([C:8]1[CH:13]=[CH:12][C:11]([C:14]([CH3:19])([CH3:18])[C:15]([OH:17])=O)=[CH:10][CH:9]=1)(=[O:7])=[O:6])#[N:2].[S:20]1[CH:24]=[CH:23][CH:22]=[C:21]1[CH2:25][NH2:26].Cl.CN(C)CCCN=C=NCC.ON1C2C=CC=CC=2N=N1.C(=O)(O)[O-].[Na+]. (3) Given the product [C:40]([C:39]1[CH:42]=[C:35]([C:2]2[C:3]([N:22]([CH2:24][CH2:25][OH:26])[CH3:23])=[N:4][CH:5]=[C:6]([C:7]([NH:9][C:10]3[CH:15]=[CH:14][C:13]([O:16][C:17]([F:20])([F:19])[F:18])=[CH:12][CH:11]=3)=[O:8])[CH:21]=2)[CH:36]=[N:37][CH:38]=1)#[N:41], predict the reactants needed to synthesize it. The reactants are: Br[C:2]1[C:3]([N:22]([CH2:24][CH2:25][OH:26])[CH3:23])=[N:4][CH:5]=[C:6]([CH:21]=1)[C:7]([NH:9][C:10]1[CH:15]=[CH:14][C:13]([O:16][C:17]([F:20])([F:19])[F:18])=[CH:12][CH:11]=1)=[O:8].CC1(C)C(C)(C)OB([C:35]2[CH:36]=[N:37][CH:38]=[C:39]([CH:42]=2)[C:40]#[N:41])O1. (4) Given the product [NH2:15][C:14]1[N:1]([C:3]2[CH:8]=[CH:7][NH:6][C:5](=[O:9])[CH:4]=2)[N:2]=[C:12]([C:11]([CH3:18])([CH3:17])[CH3:10])[CH:13]=1, predict the reactants needed to synthesize it. The reactants are: [NH:1]([C:3]1[CH:8]=[CH:7][NH:6][C:5](=[O:9])[CH:4]=1)[NH2:2].[CH3:10][C:11]([CH3:18])([CH3:17])[C:12](=O)[CH2:13][C:14]#[N:15]. (5) Given the product [F:3][C:4]1[CH:9]=[CH:8][C:7]([CH2:10][C:11]([OH:13])=[O:12])=[CH:6][C:5]=1[C:16]([N:18]1[CH2:19][CH2:20][CH:21]([O:24][CH3:25])[CH2:22][CH2:23]1)=[O:17], predict the reactants needed to synthesize it. The reactants are: [OH-].[Li+].[F:3][C:4]1[CH:9]=[CH:8][C:7]([CH2:10][C:11]([O:13]CC)=[O:12])=[CH:6][C:5]=1[C:16]([N:18]1[CH2:23][CH2:22][CH:21]([O:24][CH3:25])[CH2:20][CH2:19]1)=[O:17]. (6) Given the product [CH3:1][S:2]([C:5]1[CH:19]=[C:18]([C:20]([F:23])([F:21])[F:22])[CH:17]=[CH:16][C:6]=1[C:7]([N:9]([C:10]1[N:14]([CH3:15])[N:13]=[N:12][N:11]=1)[C:27](=[O:28])[O:29][CH3:30])=[O:8])(=[O:3])=[O:4], predict the reactants needed to synthesize it. The reactants are: [CH3:1][S:2]([C:5]1[CH:19]=[C:18]([C:20]([F:23])([F:22])[F:21])[CH:17]=[CH:16][C:6]=1[C:7]([NH:9][C:10]1[N:14]([CH3:15])[N:13]=[N:12][N:11]=1)=[O:8])(=[O:4])=[O:3].[H-].[Na+].Cl[C:27]([O:29][CH3:30])=[O:28].C(=O)([O-])O.[Na+]. (7) The reactants are: [Cl:1][C:2]1[CH:3]=[CH:4][C:5]([NH:8][C:9](=[O:39])[C:10]2[CH:15]=[C:14]([F:16])[CH:13]=[CH:12][C:11]=2[NH:17][C:18](=[O:38])[C:19]2[CH:24]=[CH:23][C:22](F)=[CH:21][C:20]=2[O:26][CH2:27][CH2:28][CH2:29][NH:30][C:31]([O:33][C:34]([CH3:37])([CH3:36])[CH3:35])=[O:32])=[N:6][CH:7]=1.[NH:40]1[CH2:44][CH2:43][CH2:42][CH2:41]1. Given the product [C:34]([O:33][C:31]([NH:30][CH2:29][CH2:28][CH2:27][O:26][C:20]1[CH:21]=[C:22]([N:40]2[CH2:44][CH2:43][CH2:42][CH2:41]2)[CH:23]=[CH:24][C:19]=1[C:18]([NH:17][C:11]1[CH:12]=[CH:13][C:14]([F:16])=[CH:15][C:10]=1[C:9]([NH:8][C:5]1[CH:4]=[CH:3][C:2]([Cl:1])=[CH:7][N:6]=1)=[O:39])=[O:38])=[O:32])([CH3:36])([CH3:37])[CH3:35], predict the reactants needed to synthesize it. (8) Given the product [CH:6]1([NH:12][C:3]([CH2:2][O:13][C:14]2[N:15]=[C:16]([C:20]3[CH:21]=[CH:22][C:23]([C:26]([OH:28])=[O:27])=[CH:24][CH:25]=3)[S:17][C:18]=2[CH3:19])=[O:4])[CH2:11][CH2:10][CH2:9][CH2:8][CH2:7]1, predict the reactants needed to synthesize it. The reactants are: Cl[CH2:2][C:3](Cl)=[O:4].[CH:6]1([NH2:12])[CH2:11][CH2:10][CH2:9][CH2:8][CH2:7]1.[OH:13][C:14]1[N:15]=[C:16]([C:20]2[CH:25]=[CH:24][C:23]([C:26]([O:28]C)=[O:27])=[CH:22][CH:21]=2)[S:17][C:18]=1[CH3:19]. (9) Given the product [Br:6][C:7]1[CH:8]=[C:9]([CH3:18])[C:10]([NH:13][C:14](=[O:17])[CH2:15][N:1]2[CH2:5][CH2:4][CH2:3][CH2:2]2)=[N:11][CH:12]=1, predict the reactants needed to synthesize it. The reactants are: [NH:1]1[CH2:5][CH2:4][CH2:3][CH2:2]1.[Br:6][C:7]1[CH:8]=[C:9]([CH3:18])[C:10]([NH:13][C:14](=[O:17])[CH2:15]Cl)=[N:11][CH:12]=1.C([O-])([O-])=O.[K+].[K+].